This data is from Reaction yield outcomes from USPTO patents with 853,638 reactions. The task is: Predict the reaction yield, written as a fraction of the theoretical maximum amount of product (1.0 means a 100% yield; for example, 0.34 means a 34% yield). (1) The reactants are [NH2:1][C:2]1[CH:3]=[C:4]([C:8]2[CH:9]=[CH:10][CH:11]=[C:12]3[C:17]=2[N:16]=[C:15]([NH:18][C:19]2[CH:24]=[CH:23][C:22]([N:25]4[CH2:30][CH2:29][N:28]([C:31]([O:33][C:34]([CH3:37])([CH3:36])[CH3:35])=[O:32])[CH2:27][CH2:26]4)=[CH:21][C:20]=2[O:38][CH3:39])[N:14]=[CH:13]3)[CH:5]=[CH:6][CH:7]=1.CCN(C(C)C)C(C)C.[C:49](Cl)(=[O:52])[CH:50]=[CH2:51]. The catalyst is C1COCC1. The product is [C:49]([NH:1][C:2]1[CH:3]=[C:4]([C:8]2[CH:9]=[CH:10][CH:11]=[C:12]3[C:17]=2[N:16]=[C:15]([NH:18][C:19]2[CH:24]=[CH:23][C:22]([N:25]4[CH2:30][CH2:29][N:28]([C:31]([O:33][C:34]([CH3:35])([CH3:36])[CH3:37])=[O:32])[CH2:27][CH2:26]4)=[CH:21][C:20]=2[O:38][CH3:39])[N:14]=[CH:13]3)[CH:5]=[CH:6][CH:7]=1)(=[O:52])[CH:50]=[CH2:51]. The yield is 0.220. (2) The reactants are [Br:1][C:2]1[C:10]2[C:5](=[CH:6][C:7]([O:11]C)=[CH:8][CH:9]=2)[NH:4][C:3]=1[C:13]([O:15]C)=[O:14].B(Br)(Br)Br.CCOC(C)=O. The catalyst is C(Cl)Cl. The product is [Br:1][C:2]1[C:10]2[C:5](=[CH:6][C:7]([OH:11])=[CH:8][CH:9]=2)[NH:4][C:3]=1[C:13]([OH:15])=[O:14]. The yield is 0.0700. (3) The reactants are Br[C:2]1[CH:3]=[CH:4][C:5]([F:18])=[C:6]([S:8][C:9]2([C:13]([O:15][CH2:16][CH3:17])=[O:14])[CH2:12][CH2:11][CH2:10]2)[CH:7]=1.[C:19](=[O:22])([O-])[O-].[Na+].[Na+].CC1(C)C2C(=C(P(C3C=CC=CC=3)C3C=CC=CC=3)C=CC=2)OC2C(P(C3C=CC=CC=3)C3C=CC=CC=3)=CC=CC1=2.[C]=O.[Cl:69][C:70]1[CH:71]=[C:72]([CH:74]=[CH:75][C:76]=1[F:77])[NH2:73]. The catalyst is CCOCC.C([O-])(=O)C.[Pd+2].C([O-])(=O)C.C1(C)C=CC=CC=1. The product is [Cl:69][C:70]1[CH:71]=[C:72]([NH:73][C:19]([C:2]2[CH:3]=[CH:4][C:5]([F:18])=[C:6]([S:8][C:9]3([C:13]([O:15][CH2:16][CH3:17])=[O:14])[CH2:12][CH2:11][CH2:10]3)[CH:7]=2)=[O:22])[CH:74]=[CH:75][C:76]=1[F:77]. The yield is 0.310. (4) The reactants are [H-].[H-].[H-].[H-].[Li+].[Al+3].OS(O)(=O)=O.[O:12]=[S:13]1(=[O:44])[C:19]2[CH:20]=[C:21]([O:24][CH3:25])[CH:22]=[CH:23][C:18]=2[N:17]([C:26]2[CH:31]=[CH:30][C:29]([N+:32]([O-])=O)=[CH:28][CH:27]=2)[C:16](=O)[C:15]([CH2:40][CH2:41][CH2:42][CH3:43])([CH2:36][CH2:37][CH2:38][CH3:39])[CH2:14]1. The catalyst is C1COCC1. The product is [O:44]=[S:13]1(=[O:12])[C:19]2[CH:20]=[C:21]([O:24][CH3:25])[CH:22]=[CH:23][C:18]=2[N:17]([C:26]2[CH:31]=[CH:30][C:29]([NH2:32])=[CH:28][CH:27]=2)[CH2:16][C:15]([CH2:40][CH2:41][CH2:42][CH3:43])([CH2:36][CH2:37][CH2:38][CH3:39])[CH2:14]1. The yield is 0.270. (5) The reactants are Br[C:2]1[C:3]([NH2:22])=[N:4][CH:5]=[C:6]([C:8]2[CH:13]=[CH:12][C:11]([O:14][Si:15]([C:18]([CH3:21])([CH3:20])[CH3:19])([CH3:17])[CH3:16])=[CH:10][CH:9]=2)[N:7]=1.[N+:23]([C:26]1[CH:31]=[CH:30][C:29](B(O)O)=[CH:28][CH:27]=1)([O-:25])=[O:24].C([O-])([O-])=O.[Na+].[Na+].O. The catalyst is C1(C)C=CC=CC=1.C(O)C.Cl[Pd](Cl)([P](C1C=CC=CC=1)(C1C=CC=CC=1)C1C=CC=CC=1)[P](C1C=CC=CC=1)(C1C=CC=CC=1)C1C=CC=CC=1. The product is [Si:15]([O:14][C:11]1[CH:12]=[CH:13][C:8]([C:6]2[N:7]=[C:2]([C:29]3[CH:30]=[CH:31][C:26]([N+:23]([O-:25])=[O:24])=[CH:27][CH:28]=3)[C:3]([NH2:22])=[N:4][CH:5]=2)=[CH:9][CH:10]=1)([C:18]([CH3:21])([CH3:20])[CH3:19])([CH3:17])[CH3:16]. The yield is 0.812. (6) The reactants are [CH3:1][O:2][C:3]([C:5]1([CH:11](OS(C2C=CC(C)=CC=2)(=O)=O)[CH3:12])[CH2:10][O:9][CH2:8][CH2:7][O:6]1)=[O:4].Cl.C(OCC)C. The catalyst is N1(C2CCCCCCCCCC2)CCCN=CCCCCC1. The product is [CH3:1][O:2][C:3]([C:5]1([CH:11]=[CH2:12])[CH2:10][O:9][CH2:8][CH2:7][O:6]1)=[O:4]. The yield is 0.360. (7) The reactants are I[C:2]1[C:3]([NH2:9])=[N:4][C:5]([NH2:8])=[CH:6][CH:7]=1.[CH3:10][Si:11]([C:14]#[CH:15])([CH3:13])[CH3:12]. The catalyst is [Cu]I.C1C=CC([P]([Pd]([P](C2C=CC=CC=2)(C2C=CC=CC=2)C2C=CC=CC=2)([P](C2C=CC=CC=2)(C2C=CC=CC=2)C2C=CC=CC=2)[P](C2C=CC=CC=2)(C2C=CC=CC=2)C2C=CC=CC=2)(C2C=CC=CC=2)C2C=CC=CC=2)=CC=1.CN1CCCC1=O. The product is [CH3:10][Si:11]([C:14]#[C:15][C:2]1[C:3]([NH2:9])=[N:4][C:5]([NH2:8])=[CH:6][CH:7]=1)([CH3:13])[CH3:12]. The yield is 0.600. (8) The reactants are [CH3:1][O:2][C:3](=[O:17])[CH2:4][C:5]1[C:14]([Cl:15])=[CH:13][CH:12]=[C:11]2[C:6]=1[CH:7]=[C:8]([CH3:16])[N:9]=[CH:10]2.[Br:18]N1C(=O)CCC1=O. The catalyst is ClC(Cl)(Cl)Cl. The product is [CH3:1][O:2][C:3](=[O:17])[CH2:4][C:5]1[C:14]([Cl:15])=[CH:13][CH:12]=[C:11]2[C:6]=1[CH:7]=[C:8]([CH2:16][Br:18])[N:9]=[CH:10]2. The yield is 0.400.